From a dataset of Forward reaction prediction with 1.9M reactions from USPTO patents (1976-2016). Predict the product of the given reaction. (1) Given the reactants [N:1]1[CH:6]=[CH:5][CH:4]=[CH:3][C:2]=1[S:7][C:8]1[C:16]2[C:11](=[CH:12][CH:13]=[CH:14][CH:15]=2)[N:10]([C:17]2[N:22]=[C:21]([NH2:23])[C:20]([NH2:24])=[C:19]([NH2:25])[N:18]=2)[N:9]=1.[C:26](O[C:26]([O:28][CH3:29])=[O:27])([O:28][CH3:29])=[O:27], predict the reaction product. The product is: [NH2:25][C:19]1[C:20]([NH:24][C:26](=[O:27])[O:28][CH3:29])=[C:21]([NH2:23])[N:22]=[C:17]([N:10]2[C:11]3[C:16](=[CH:15][CH:14]=[CH:13][CH:12]=3)[C:8]([S:7][C:2]3[CH:3]=[CH:4][CH:5]=[CH:6][N:1]=3)=[N:9]2)[N:18]=1. (2) Given the reactants [CH2:1]([OH:8])[CH2:2][CH2:3][CH2:4][CH2:5][CH2:6][OH:7].[CH2:9]([CH:19]([CH2:23][CH2:24][CH2:25][CH2:26][CH2:27][CH2:28][CH2:29][CH2:30][CH2:31][CH2:32][CH2:33][CH3:34])[C:20](O)=[O:21])[CH2:10][CH2:11][CH2:12][CH2:13][CH2:14][CH2:15][CH2:16][CH2:17][CH3:18].C1CCC(N=C=NC2CCCCC2)CC1, predict the reaction product. The product is: [CH2:9]([CH:19]([CH2:23][CH2:24][CH2:25][CH2:26][CH2:27][CH2:28][CH2:29][CH2:30][CH2:31][CH2:32][CH2:33][CH3:34])[C:20]([O:7][CH2:6][CH2:5][CH2:4][CH2:3][CH2:2][CH2:1][OH:8])=[O:21])[CH2:10][CH2:11][CH2:12][CH2:13][CH2:14][CH2:15][CH2:16][CH2:17][CH3:18].